From a dataset of Full USPTO retrosynthesis dataset with 1.9M reactions from patents (1976-2016). Predict the reactants needed to synthesize the given product. (1) Given the product [CH3:37][C:36]1[CH:35]=[CH:34][CH:33]=[C:32]([CH3:39])[C:31]=1[NH:30][C:28]([NH:27]/[N:26]=[CH:22]/[C:20]1[CH:19]=[CH:18][C:17]2[C:12]3[N:11]=[CH:10][N:9]([C:6]4[CH:7]=[CH:8][C:3]([C:2]([F:25])([F:24])[F:1])=[CH:4][CH:5]=4)[C:13]=3[CH:14]=[CH:15][C:16]=2[CH:21]=1)=[S:29], predict the reactants needed to synthesize it. The reactants are: [F:1][C:2]([F:25])([F:24])[C:3]1[CH:8]=[CH:7][C:6]([N:9]2[C:13]3[CH:14]=[CH:15][C:16]4[CH:21]=[C:20]([CH:22]=O)[CH:19]=[CH:18][C:17]=4[C:12]=3[N:11]=[CH:10]2)=[CH:5][CH:4]=1.[NH2:26][NH:27][C:28]([NH:30][C:31]1[C:36]([CH3:37])=[CH:35][C:34](Br)=[CH:33][C:32]=1[CH3:39])=[S:29]. (2) Given the product [Cl:42][C:39]1[CH:40]=[CH:41][C:36]([NH:35][C:33](=[O:34])[C@@H:32]([O:43][C:44]2[N:49]=[CH:48][N:47]=[C:46]3[N:50]([C:53]4[C:58]([Cl:59])=[CH:57][CH:56]=[CH:55][N:54]=4)[N:51]=[CH:52][C:45]=23)[CH2:31][O:30][C@H:28]([CH3:29])[CH2:27][OH:26])=[N:37][CH:38]=1, predict the reactants needed to synthesize it. The reactants are: [F-].C([N+](CCCC)(CCCC)CCCC)CCC.[Si]([O:26][CH2:27][C@H:28]([O:30][CH2:31][C@H:32]([O:43][C:44]1[N:49]=[CH:48][N:47]=[C:46]2[N:50]([C:53]3[C:58]([Cl:59])=[CH:57][CH:56]=[CH:55][N:54]=3)[N:51]=[CH:52][C:45]=12)[C:33]([NH:35][C:36]1[CH:41]=[CH:40][C:39]([Cl:42])=[CH:38][N:37]=1)=[O:34])[CH3:29])(C(C)(C)C)(C)C. (3) Given the product [CH3:1][N:5]1[C:6]2[C:7](=[CH:8][CH:9]=[C:10]([CH2:12][C:13]([O:15][CH3:16])=[O:14])[CH:11]=2)[CH2:17][C:18]1=[O:20], predict the reactants needed to synthesize it. The reactants are: [CH2:1](O)CC.[NH2:5][C:6]1[CH:11]=[C:10]([CH2:12][C:13]([O:15][CH3:16])=[O:14])[CH:9]=[CH:8][C:7]=1[CH2:17][C:18]([O:20]C)=O.C=O.